From a dataset of Full USPTO retrosynthesis dataset with 1.9M reactions from patents (1976-2016). Predict the reactants needed to synthesize the given product. (1) Given the product [CH:14]1[CH:13]=[N:12][CH:11]=[C:10]2[CH2:9][O:8][C:6]3[CH:7]=[C:2]([O:16][CH2:17][CH:18]([NH:23][C:24](=[O:30])[O:25][C:26]([CH3:27])([CH3:29])[CH3:28])[CH2:19][CH:20]([CH3:22])[CH3:21])[CH:3]=[CH:4][C:5]=3[C:15]=12, predict the reactants needed to synthesize it. The reactants are: Cl[C:2]1[CH:3]=[CH:4][C:5]2[C:15]3[C:10](=[CH:11][N:12]=[CH:13][CH:14]=3)[CH2:9][O:8][C:6]=2[CH:7]=1.[OH:16][CH2:17][C@@H:18]([NH:23][C:24](=[O:30])[O:25][C:26]([CH3:29])([CH3:28])[CH3:27])[CH2:19][CH:20]([CH3:22])[CH3:21].C(=O)([O-])[O-].[Cs+].[Cs+]. (2) Given the product [Cl:1][CH2:2][CH2:3][CH2:4][S:5]([O:8][CH2:9][C:10]([CH3:25])([CH3:24])[CH:11]([O:14][CH2:15][C:16]1[CH:21]=[CH:20][C:19]([O:22][CH3:23])=[CH:18][CH:17]=1)[C:12]([OH:28])=[O:13])(=[O:7])=[O:6], predict the reactants needed to synthesize it. The reactants are: [Cl:1][CH2:2][CH2:3][CH2:4][S:5]([O:8][CH2:9][C:10]([CH3:25])([CH3:24])[CH:11]([O:14][CH2:15][C:16]1[CH:21]=[CH:20][C:19]([O:22][CH3:23])=[CH:18][CH:17]=1)[CH:12]=[O:13])(=[O:7])=[O:6].CC(C)=[O:28].